This data is from Reaction yield outcomes from USPTO patents with 853,638 reactions. The task is: Predict the reaction yield, written as a fraction of the theoretical maximum amount of product (1.0 means a 100% yield; for example, 0.34 means a 34% yield). (1) The reactants are [CH2:1]1[CH2:7][S:4](=[O:6])(=[O:5])[NH:3][CH2:2]1.[H-].[Na+].Cl[C:11]([CH3:15])([CH3:14])[C:12]#[CH:13]. The catalyst is CN(C)C=O. The product is [CH3:14][C:11]([N:3]1[CH2:2][CH2:1][CH2:7][S:4]1(=[O:6])=[O:5])([C:12]#[CH:13])[CH3:15]. The yield is 0.440. (2) The reactants are C[O:2][C:3](=[O:21])[CH2:4][CH2:5][CH2:6][CH2:7][C:8]1[O:12][C:11]([C:13]2[CH:18]=[CH:17][CH:16]=[CH:15][C:14]=2[O:19][CH3:20])=[N:10][CH:9]=1.C1COCC1.[OH-].[Na+]. The product is [CH3:20][O:19][C:14]1[CH:15]=[CH:16][CH:17]=[CH:18][C:13]=1[C:11]1[O:12][C:8]([CH2:7][CH2:6][CH2:5][CH2:4][C:3]([OH:21])=[O:2])=[CH:9][N:10]=1. The catalyst is CCO. The yield is 0.910. (3) The reactants are [Cl:1][C:2]1[C:9]([Cl:10])=[CH:8][CH:7]=[C:6]([N+:11]([O-:13])=[O:12])[C:3]=1[CH:4]=[O:5].[BH4-].[Na+].[Cl-].[NH4+]. The catalyst is CO. The product is [Cl:1][C:2]1[C:9]([Cl:10])=[CH:8][CH:7]=[C:6]([N+:11]([O-:13])=[O:12])[C:3]=1[CH2:4][OH:5]. The yield is 0.910. (4) The reactants are [Cl:1][C:2]1[CH:7]=[CH:6][C:5]([C:8]2[NH:12][N:11]=[C:10]([C:13]3[CH:18]=[CH:17][C:16]([CH:19]4[O:24][CH2:23][CH2:22][N:21](C(OC(C)(C)C)=O)[CH2:20]4)=[CH:15][CH:14]=3)[CH:9]=2)=[CH:4][CH:3]=1.Cl. The catalyst is O1CCOCC1. The product is [ClH:1].[Cl:1][C:2]1[CH:7]=[CH:6][C:5]([C:8]2[NH:12][N:11]=[C:10]([C:13]3[CH:14]=[CH:15][C:16]([CH:19]4[O:24][CH2:23][CH2:22][NH:21][CH2:20]4)=[CH:17][CH:18]=3)[CH:9]=2)=[CH:4][CH:3]=1. The yield is 0.850. (5) The reactants are COC1C=C[C:6]([CH2:7][NH:8][C:9]2[N:14]=CN=[C:11]([O:15][C:16]3[CH:21]=[CH:20][C:19]([NH:22][C:23]([NH:25][C:26](=[O:35])[CH2:27][C:28]4[CH:33]=[CH:32][C:31]([F:34])=[CH:30][CH:29]=4)=[O:24])=[CH:18][C:17]=3[F:36])[CH:10]=2)=CC=1.NC1C=CC(OC2C=CN=C(N)C=2)=C(F)C=1. The catalyst is C(Cl)Cl. The product is [NH2:14][C:9]1[CH:10]=[C:11]([O:15][C:16]2[CH:21]=[CH:20][C:19]([NH:22][C:23]([NH:25][C:26](=[O:35])[CH2:27][C:28]3[CH:29]=[CH:30][C:31]([F:34])=[CH:32][CH:33]=3)=[O:24])=[CH:18][C:17]=2[F:36])[CH:6]=[CH:7][N:8]=1. The yield is 0.640.